Dataset: Human Reference Interactome with 51,813 positive PPI pairs across 8,248 proteins, plus equal number of experimentally-validated negative pairs. Task: Binary Classification. Given two protein amino acid sequences, predict whether they physically interact or not. (1) Protein 1 (ENSG00000152402) has sequence MSRRKISSESFSSLGSDYLETSPEEEGECPLSRLCWNGSRSPPGPLEPSPAAAAAAAAPAPTPAASAAAAAATAGARRVQRRRRVNLDSLGESISRLTAPSPQTIQQTLKRTLQYYEHQVIGYRDAEKNFHNISNRCSYADHSNKEEIEDVSGILQCTANILGLKFEEIQKRFGEEFFNICFHENERVLRAVGGTLQDFFNGFDALLEHIRTSFGKQATLESPSFLCKELPEGTLMLHYFHPHHIVGFAMLGMIKAAGKKIYRLDVEVEQVANEKLCSDVSNPGNCSCLTFLIKECENTN.... Protein 2 (ENSG00000131876) has sequence MVKLTAELIEQAAQYTNAVRDRELDLRGYKIPVIENLGATLDQFDAIDFSDNEIRKLDGFPLLRRLKTLLVNNNRICRIGEGLDQALPCLTELILTNNSLVELGDLDPLASLKSLTYLSILRNPVTNKKHYRLYVIYKVPQVRVLDFQKVKLKERQEAEKMFKGKRGAQLAKDIARRSKTFNPGAGLPTDKKKGGPSPGDVEAIKNAIANASTLAEVERLKGLLQSGQIPGRERRSGPTDDGEEEMEEDTVTNGS*MVKLTAELIEQAAQYTNAVRDRELDLRGYKIPVIENLGATLDQF.... Result: 0 (the proteins do not interact). (2) Protein 1 (ENSG00000161920) has sequence MATYSLANERLRALEDIEREIGAILQNAGTVILELSKEKTNERLLDRQAAAFTASVQHVEAELSAQIRYLTQVATGQPHEGSSYSSRKDCQMALKRVDYARLKLSDVARTCEQMLEN*MATYSLANERLRALEDIEREIGAILQNAGTVILELSKEKTNERLLDRQAAAFTASVQHVEAELSAQIRYLTQLPDGLTNSNSGKK*MATYSLANERLRALEDIEREIGAILQNAGTVILELSKEKTNERLLDRQAAAFTASVQHVEAELSAQIRYLTQVGVSGGFCERTPALGQSLRLG*MA.... Protein 2 (ENSG00000138670) has sequence MPQTPPFSAMFDSSGYNRNLYQSAEDSCGGLYYHDNNLLSGSLEALIQHLVPNVDYYPDRTYIFTFLLSSRLFMHPYELMAKVCHLCVEHQRLSDPDSDKNQMRKIAPKILQLLTEWTETFPYDFRDERMMRNLKDLAHRIASGEEQTYRKNVQQMMQCLIRKLAALSQYEEVLAKISSTSTDRLTVLKTKPQSIQRDIITVCNDPYTLAQQLTHIELERLNYIGPEEFVQAFVQKDPLDNDKSCYSERKKTRNLEAYVEWFNRLSYLVATEICMPVKKKHRARMIEYFIDVARECFNIG.... Result: 0 (the proteins do not interact). (3) Protein 1 (ENSG00000181513) has sequence MGTEKESPEPDCQKQFQAAVSVIQNLPKNGSYRPSYEEMLRFYSYYKQATMGPCLVPRPGFWDPIGRYKWDAWNSLGKMSREEAMSAYITEMKLVAQKVIDTVPLGEVAEDMFGYFEPLYQVIPDMPRPPETFLRRVTGWKEQVVNGDVGAVSEPPCLPKEPAPPSPESHSPRDLDSEVFCDSLEQLEPELVWTEQRAASGGKRDPRNSPVPPTKKEGLRGSPPGPQELDVWLLGTVRALQESMQEVQARVQSLESMPRPPEQRPQPRPSARPWPLGLPGPALLFFLLWPFVVQWLFRMF.... Protein 2 (ENSG00000230601) has sequence MAAHQNLILKIFCLCCRDCQEPYAINDSKVPSQTQEHKPSTQNLLLQKDELDRQNPKRINAVSHLPSRTPLIQTKKSTSSSSSEFEDLNAYASQRNFYKRNLNRYCQEHWPFQPCLTGRP*MGTVRSPMPSMTPRFPVKPRSTSHRPKICCFRRMSLTDKIPSALTQSPICLREHP*. Result: 0 (the proteins do not interact).